This data is from Full USPTO retrosynthesis dataset with 1.9M reactions from patents (1976-2016). The task is: Predict the reactants needed to synthesize the given product. (1) Given the product [CH3:1][C:2]1[N:6]=[C:5]([CH3:7])[N:4]([C:8]2[N:13]=[C:12]([CH3:14])[N:11]=[C:10]([C@@H:15]3[CH2:17][C@H:16]3[C:18]3[N:19]=[C:20]4[CH:25]=[CH:24][CH:23]=[CH:22][N:21]4[C:26]=3[CH:30]=[CH2:31])[CH:9]=2)[N:3]=1, predict the reactants needed to synthesize it. The reactants are: [CH3:1][C:2]1[N:6]=[C:5]([CH3:7])[N:4]([C:8]2[N:13]=[C:12]([CH3:14])[N:11]=[C:10]([C@@H:15]3[CH2:17][C@H:16]3[C:18]3[N:19]=[C:20]4[CH:25]=[CH:24][CH:23]=[CH:22][N:21]4[C:26]=3I)[CH:9]=2)[N:3]=1.[F-].[Cs+].[CH2:30]([Sn](CCCC)(CCCC)C=C)[CH2:31]CC. (2) Given the product [Cl:22][C:11]1[N:10]=[C:9]([C:3]2[CH:4]=[CH:5][C:6]([Cl:8])=[CH:7][C:2]=2[Cl:1])[CH:14]=[C:13]([C:15]([F:18])([F:17])[F:16])[N:12]=1, predict the reactants needed to synthesize it. The reactants are: [Cl:1][C:2]1[CH:7]=[C:6]([Cl:8])[CH:5]=[CH:4][C:3]=1[C:9]1[CH:14]=[C:13]([C:15]([F:18])([F:17])[F:16])[NH:12][C:11](=O)[N:10]=1.O=P(Cl)(Cl)[Cl:22]. (3) Given the product [Cl:8][C:6]1[CH:5]=[C:4]([C:9]2([C:26]([F:28])([F:29])[F:27])[CH2:10][C:11]([C:12]3[CH:24]=[CH:23][C:15]([C:16]([OH:18])=[O:17])=[C:14]([CH3:25])[CH:13]=3)=[CH:31][O:30]2)[CH:3]=[C:2]([Cl:1])[CH:7]=1, predict the reactants needed to synthesize it. The reactants are: [Cl:1][C:2]1[CH:3]=[C:4]([C:9]([OH:30])([C:26]([F:29])([F:28])[F:27])/[CH:10]=[CH:11]/[C:12]2[CH:24]=[CH:23][C:15]([C:16]([O:18]C(C)(C)C)=[O:17])=[C:14]([CH3:25])[CH:13]=2)[CH:5]=[C:6]([Cl:8])[CH:7]=1.[C:31](C1C=C(C(C)(C)C)C=CC=1OP(OC1C=CC(C(C)(C)C)=CC=1C(C)(C)C)OC1C=CC(C(C)(C)C)=CC=1C(C)(C)C)(C)(C)C.[H][H].CC1C=CC(S(O)(=O)=O)=CC=1. (4) Given the product [Br:1][C:2]1[CH:3]=[C:4]2[C:8](=[CH:9][CH:10]=1)[N:7]([C:12]1[CH:17]=[CH:16][CH:15]=[CH:14][N:13]=1)[CH:6]=[CH:5]2, predict the reactants needed to synthesize it. The reactants are: [Br:1][C:2]1[CH:3]=[C:4]2[C:8](=[CH:9][CH:10]=1)[NH:7][CH:6]=[CH:5]2.F[C:12]1[CH:17]=[CH:16][CH:15]=[CH:14][N:13]=1.